Dataset: Catalyst prediction with 721,799 reactions and 888 catalyst types from USPTO. Task: Predict which catalyst facilitates the given reaction. (1) Reactant: I[C:2]1[C:6]([CH:7]=[O:8])=[CH:5][N:4]([CH2:9][O:10][CH2:11][CH2:12][Si:13]([CH3:16])([CH3:15])[CH3:14])[N:3]=1.[Br:17][C:18]1[CH:23]=[CH:22][C:21]([F:24])=[CH:20][C:19]=1B(O)O.C([O-])([O-])=O.[K+].[K+]. Product: [Br:17][C:18]1[CH:23]=[CH:22][C:21]([F:24])=[CH:20][C:19]=1[C:2]1[C:6]([CH:7]=[O:8])=[CH:5][N:4]([CH2:9][O:10][CH2:11][CH2:12][Si:13]([CH3:16])([CH3:15])[CH3:14])[N:3]=1. The catalyst class is: 73. (2) Reactant: [NH2:1][CH2:2][C:3]([N:5]1[CH2:10][C@H:9]([CH3:11])[N:8]([CH2:12][C:13]2[CH:18]=[CH:17][C:16]([F:19])=[CH:15][CH:14]=2)[CH2:7][C@H:6]1[CH3:20])=[O:4].[CH3:21][O:22][C:23](=[O:32])[C:24]1[CH:29]=[C:28]([Cl:30])[CH:27]=[N:26][C:25]=1Cl.C(N(CC)CC)C. Product: [CH3:21][O:22][C:23](=[O:32])[C:24]1[CH:29]=[C:28]([Cl:30])[CH:27]=[N:26][C:25]=1[NH:1][CH2:2][C:3]([N:5]1[CH2:10][C@H:9]([CH3:11])[N:8]([CH2:12][C:13]2[CH:14]=[CH:15][C:16]([F:19])=[CH:17][CH:18]=2)[CH2:7][C@H:6]1[CH3:20])=[O:4]. The catalyst class is: 10. (3) Reactant: [C:1]([N:4]1C2C=CC=CC=2C2C1=CC=CC=2)(=[O:3])[CH3:2].Cl[C:18]1[CH:19]=[CH:20][C:21]2[NH:22][C:23]3[C:28]([C:29]=2[CH:30]=1)=[CH:27][C:26](Cl)=[CH:25][CH:24]=3. Product: [C:1]([NH:4][C:20]1[C:21]2[NH:22][C:23]3[C:28](=[CH:27][CH:26]=[CH:25][CH:24]=3)[C:29]=2[CH:30]=[CH:18][CH:19]=1)(=[O:3])[CH3:2]. The catalyst class is: 8. (4) Reactant: [CH:1]1([O:4][C:5]2[CH:6]=[C:7]([CH:10]=[CH:11][C:12]=2[OH:13])[CH:8]=[O:9])[CH2:3][CH2:2]1.I[CH2:15][CH2:16][CH2:17][CH2:18][CH2:19][CH2:20][CH2:21][CH2:22][CH3:23].C([O-])([O-])=O.[Cs+].[Cs+]. Product: [CH:1]1([O:4][C:5]2[CH:6]=[C:7]([CH:10]=[CH:11][C:12]=2[O:13][CH2:15][CH2:16][CH2:17][CH2:18][CH2:19][CH2:20][CH2:21][CH2:22][CH3:23])[CH:8]=[O:9])[CH2:2][CH2:3]1. The catalyst class is: 10. (5) Reactant: [F:1][C:2]([F:18])([F:17])[C:3]([NH:5][C@@H:6]1[CH2:10][CH2:9][N:8]([C:11](=[O:16])[C:12]([F:15])([F:14])[F:13])[CH2:7]1)=[O:4].C(O)(=O)C.[C:23]([O:27][C:28](=[O:31])[CH2:29]Br)([CH3:26])([CH3:25])[CH3:24]. Product: [C:23]([O:27][C:28](=[O:31])[CH2:29][N:5]([C:3](=[O:4])[C:2]([F:1])([F:17])[F:18])[C@@H:6]1[CH2:10][CH2:9][N:8]([C:11](=[O:16])[C:12]([F:15])([F:13])[F:14])[CH2:7]1)([CH3:26])([CH3:25])[CH3:24]. The catalyst class is: 3. (6) Reactant: [Cl:1][C:2]1[N:6]([CH3:7])[CH:5]=[N:4][C:3]=1[CH2:8][S:9][C:10]1[N:15]=[C:14]([OH:16])[CH:13]=[C:12]([CH3:17])[N:11]=1.Cl.O1CCOCC1. Product: [ClH:1].[Cl:1][C:2]1[N:6]([CH3:7])[CH:5]=[N:4][C:3]=1[CH2:8][S:9][C:10]1[N:15]=[C:14]([OH:16])[CH:13]=[C:12]([CH3:17])[N:11]=1. The catalyst class is: 5. (7) Reactant: S(=O)(=O)(O)O.[CH3:6][O:7][C:8]([C:10]1[CH:19]=[C:18]([NH:20]S(C2C=CC(C)=CC=2)(=O)=O)[C:17]2[C:12](=[C:13]([OH:31])[CH:14]=[CH:15][CH:16]=2)[N:11]=1)=[O:9].C(=O)(O)[O-].[Na+]. Product: [CH3:6][O:7][C:8]([C:10]1[CH:19]=[C:18]([NH2:20])[C:17]2[C:12](=[C:13]([OH:31])[CH:14]=[CH:15][CH:16]=2)[N:11]=1)=[O:9]. The catalyst class is: 6. (8) Reactant: [Cl:1][C:2]1[C:7]([C:8]#[N:9])=[CH:6][C:5]([F:10])=[C:4](Cl)[N:3]=1.[NH:12]1[CH2:17][CH2:16][O:15][CH2:14][CH2:13]1.C(N(CC)CC)C. Product: [Cl:1][C:2]1[N:3]=[C:4]([N:12]2[CH2:17][CH2:16][O:15][CH2:14][CH2:13]2)[C:5]([F:10])=[CH:6][C:7]=1[C:8]#[N:9]. The catalyst class is: 10. (9) Reactant: [F:1][C:2]1[CH:10]=[C:9]2[C:5]([CH:6]=[CH:7][NH:8]2)=[CH:4][CH:3]=1.FC(F)(F)C(O)=O.CN(C)/[CH:20]=[CH:21]\[N+:22]([O-:24])=[O:23]. Product: [N+:22]([CH:21]=[CH:20][C:6]1[C:5]2[C:9](=[CH:10][C:2]([F:1])=[CH:3][CH:4]=2)[NH:8][CH:7]=1)([O-:24])=[O:23]. The catalyst class is: 4.